This data is from Full USPTO retrosynthesis dataset with 1.9M reactions from patents (1976-2016). The task is: Predict the reactants needed to synthesize the given product. (1) Given the product [C:8]([OH:10])(=[O:9])[C:5]1[CH:6]=[CH:7][C:12]([C:11]([OH:14])=[O:13])=[CH:3][CH:4]=1.[CH3:1][C:2]1[CH:3]=[CH:4][C:5]([C:8]([OH:10])=[O:9])=[CH:6][CH:7]=1, predict the reactants needed to synthesize it. The reactants are: [CH3:1][C:2]1[CH:3]=[CH:4][C:5]([C:8]([OH:10])=[O:9])=[CH:6][CH:7]=1.[C:11]([OH:14])(=[O:13])[CH3:12].C(ON1C(=O)N(OC(=O)C)C(=O)N(OC(=O)C)C1=O)(=O)C.O=O. (2) Given the product [Cl:23][C:24]1[CH:38]=[CH:37][C:27]([C:28]2[CH:33]=[CH:32][C:31]([CH2:35][CH3:36])=[C:30]([CH:4]3[C:3](=[O:9])[C:2]([CH3:10])([CH3:1])[CH2:7][CH2:6][C:5]3=[O:8])[CH:29]=2)=[CH:26][CH:25]=1, predict the reactants needed to synthesize it. The reactants are: [CH3:1][C:2]1([CH3:10])[CH2:7][CH2:6][C:5](=[O:8])[CH2:4][C:3]1=[O:9].C([O-])(=O)C.C([O-])(=O)C.C([O-])(=O)C.[Cl:23][C:24]1[CH:38]=[CH:37][C:27]([C:28]2[CH:29]=[CH:30][C:31]([CH2:35][CH3:36])=[C:32]([Pb+3])[CH:33]=2)=[CH:26][CH:25]=1.CN(C1C=CC=CN=1)C.C(Cl)(Cl)Cl. (3) Given the product [Cl:11][C:12]1[C:17]([Cl:18])=[CH:16][C:15]([N+:19]([O-:21])=[O:20])=[CH:14][C:13]=1[C:22](=[O:24])[CH2:23][N:25]=[O:26], predict the reactants needed to synthesize it. The reactants are: C1C2C(=CC=CC=2)C=CN=1.[Cl:11][C:12]1[C:17]([Cl:18])=[CH:16][C:15]([N+:19]([O-:21])=[O:20])=[CH:14][C:13]=1[C:22](=[O:24])[CH3:23].[NH+:25]([O-])=[O:26]. (4) Given the product [F:1][C:2]1[CH:10]=[CH:9][C:5]([C:6]([N:25]2[CH2:26][CH2:27][C:21]3[O:20][C:19](/[CH:18]=[CH:17]/[C:11]4[CH:16]=[CH:15][CH:14]=[CH:13][CH:12]=4)=[N:28][C:22]=3[CH2:23][CH2:24]2)=[O:7])=[CH:4][CH:3]=1, predict the reactants needed to synthesize it. The reactants are: [F:1][C:2]1[CH:10]=[CH:9][C:5]([C:6](Cl)=[O:7])=[CH:4][CH:3]=1.[C:11]1(/[CH:17]=[CH:18]/[C:19]2[O:20][C:21]3[CH2:27][CH2:26][NH:25][CH2:24][CH2:23][C:22]=3[N:28]=2)[CH:16]=[CH:15][CH:14]=[CH:13][CH:12]=1. (5) Given the product [Cl:1][C:2]1[CH:10]=[CH:9][C:8]([C:11]2[N:12]([C:22]([O:24][C:25]([CH3:27])([CH3:26])[CH3:28])=[O:23])[C:13]3[C:18]([CH:19]=2)=[CH:17][C:16]([CH2:20][N:37]2[CH2:38][CH2:39][N:34]([CH2:33][CH2:32][C:30]#[N:31])[CH2:35][CH2:36]2)=[CH:15][CH:14]=3)=[C:7]2[C:3]=1[CH2:4][NH:5][C:6]2=[O:29], predict the reactants needed to synthesize it. The reactants are: [Cl:1][C:2]1[CH:10]=[CH:9][C:8]([C:11]2[N:12]([C:22]([O:24][C:25]([CH3:28])([CH3:27])[CH3:26])=[O:23])[C:13]3[C:18]([CH:19]=2)=[CH:17][C:16]([CH:20]=O)=[CH:15][CH:14]=3)=[C:7]2[C:3]=1[CH2:4][NH:5][C:6]2=[O:29].[C:30]([CH2:32][CH2:33][N:34]1[CH2:39][CH2:38][NH:37][CH2:36][CH2:35]1)#[N:31].C(O)(=O)C.C(O[BH-](OC(=O)C)OC(=O)C)(=O)C.[Na+].C(=O)([O-])[O-].[Na+].[Na+].